This data is from Catalyst prediction with 721,799 reactions and 888 catalyst types from USPTO. The task is: Predict which catalyst facilitates the given reaction. (1) Reactant: [C:1]1(/[CH:9]=[CH:10]/[C:11]2[CH:17]=[CH:16][C:14]([OH:15])=[CH:13][CH:12]=2)[CH:8]=[C:6]([OH:7])[CH:5]=[C:3]([OH:4])[CH:2]=1.C([O-])(O)=O.[Na+]. Product: [C:1]1([CH:9]=[CH:10][C:11]2[CH:17]=[CH:16][C:14]([OH:15])=[CH:13][CH:12]=2)[CH:8]=[C:6]([OH:7])[CH:5]=[C:3]([OH:4])[CH:2]=1. The catalyst class is: 8. (2) Reactant: [CH2:1]([O:8][C:9](=[O:61])[N:10]([C@@H:16]([CH2:36][CH2:37][CH:38]([F:60])[CH2:39][NH:40]C(C1C=CC=CC=1)(C1C=CC=CC=1)C1C=CC=CC=1)[CH2:17][O:18][Si:19]([C:32]([CH3:35])([CH3:34])[CH3:33])([C:26]1[CH:31]=[CH:30][CH:29]=[CH:28][CH:27]=1)[C:20]1[CH:25]=[CH:24][CH:23]=[CH:22][CH:21]=1)[CH2:11][CH2:12][CH:13]([CH3:15])[CH3:14])[C:2]1[CH:7]=[CH:6][CH:5]=[CH:4][CH:3]=1.FC(F)(F)C(O)=O.C([O-])(O)=O.[Na+]. Product: [CH2:1]([O:8][C:9](=[O:61])[N:10]([C@@H:16]([CH2:36][CH2:37][CH:38]([F:60])[CH2:39][NH2:40])[CH2:17][O:18][Si:19]([C:32]([CH3:35])([CH3:33])[CH3:34])([C:26]1[CH:27]=[CH:28][CH:29]=[CH:30][CH:31]=1)[C:20]1[CH:25]=[CH:24][CH:23]=[CH:22][CH:21]=1)[CH2:11][CH2:12][CH:13]([CH3:15])[CH3:14])[C:2]1[CH:7]=[CH:6][CH:5]=[CH:4][CH:3]=1. The catalyst class is: 68.